This data is from Full USPTO retrosynthesis dataset with 1.9M reactions from patents (1976-2016). The task is: Predict the reactants needed to synthesize the given product. (1) Given the product [C:7]([NH:10][CH2:11][C@@H:12]1[O:16][C:15](=[O:17])[N:14]([C:18]2[CH:23]=[CH:22][C:21]([S:24]([CH2:25][CH2:26][OH:27])=[O:30])=[C:20]([F:28])[CH:19]=2)[CH2:13]1)(=[O:9])[CH3:8], predict the reactants needed to synthesize it. The reactants are: I([O-])(=O)(=O)=O.[Na+].[C:7]([NH:10][CH2:11][C@@H:12]1[O:16][C:15](=[O:17])[N:14]([C:18]2[CH:23]=[CH:22][C:21]([S:24][CH2:25][CH2:26][OH:27])=[C:20]([F:28])[CH:19]=2)[CH2:13]1)(=[O:9])[CH3:8].C[OH:30]. (2) Given the product [Cl:1][C:2]1[CH:10]=[C:9]2[C:5]([CH:6]([CH:12]([C:17]3[CH:22]=[CH:21][CH:20]=[C:19]([Cl:23])[CH:18]=3)[CH2:13][CH2:14][CH:15]=[CH2:16])[C:7](=[O:11])[NH:8]2)=[CH:4][CH:3]=1, predict the reactants needed to synthesize it. The reactants are: [Cl:1][C:2]1[CH:10]=[C:9]2[C:5]([C:6](=[C:12]([C:17]3[CH:22]=[CH:21][CH:20]=[C:19]([Cl:23])[CH:18]=3)[CH2:13][CH2:14][CH:15]=[CH2:16])[C:7](=[O:11])[NH:8]2)=[CH:4][CH:3]=1.[BH4-].[Na+].O.